From a dataset of Choline transporter screen with 302,306 compounds. Binary Classification. Given a drug SMILES string, predict its activity (active/inactive) in a high-throughput screening assay against a specified biological target. The molecule is Brc1c(CN2CCN(CC2)C(=O)c2occc2)cccc1. The result is 0 (inactive).